Dataset: Full USPTO retrosynthesis dataset with 1.9M reactions from patents (1976-2016). Task: Predict the reactants needed to synthesize the given product. Given the product [N:13]1[CH:14]=[CH:15][CH:16]=[CH:17][C:12]=1[O:11][C@H:8]1[CH2:9][CH2:10][C@H:5]([C:3]([NH:19][NH2:20])=[O:2])[CH2:6][CH2:7]1, predict the reactants needed to synthesize it. The reactants are: C[O:2][C:3]([C@H:5]1[CH2:10][CH2:9][C@H:8]([O:11][C:12]2[CH:17]=[CH:16][CH:15]=[CH:14][N:13]=2)[CH2:7][CH2:6]1)=O.O.[NH2:19][NH2:20].